This data is from Experimentally validated miRNA-target interactions with 360,000+ pairs, plus equal number of negative samples. The task is: Binary Classification. Given a miRNA mature sequence and a target amino acid sequence, predict their likelihood of interaction. (1) The miRNA is hsa-miR-33b-3p with sequence CAGUGCCUCGGCAGUGCAGCCC. The protein sequence of the target gene is MAQDDKGKKLRRSCVESFVGLSDELKAQLYQCVLLINDAYETIYDPSDLNRVVEDVCIRIMKECSKLGALCGLFTDINMFNLFCFFRASRMRTKGAAGYNVPCAEASQGIIRILTERILFCTEKAFLTAACSGVSLPPAICKLLHEIYTEMKAKCLGAWRRLVCNRRPIMILTSSLLKLYNTYDTAGLLSEQSRALCLLVFQPVYLPRIMAPLEIMTKGQLAPENFYSITGSAEKRRPITTGKVTGLSYPGSGLMPESLILPILEPGLLPASMVDLSDVLAKPAVILSAPALSQFVISKP.... Result: 0 (no interaction). (2) The miRNA is hsa-miR-4496 with sequence GAGGAAACUGAAGCUGAGAGGG. The protein sequence of the target gene is MFSVLSYGRLVARAVLGGLSQTDPRAGGGGGGDYGLVTAGCGFGKDFRKGLLKKGACYGDDACFVARHRSADVLGVADGVGGWRDYGVDPSQFSGTLMRTCERLVKEGRFVPSNPIGILTTSYCELLQNKVPLLGSSTACIVVLDRTSHRLHTANLGDSGFLVVRGGEVVHRSDEQQHYFNTPFQLSIAPPEAEGVVLSDSPDAADSTSFDVQLGDIILTATDGLFDNMPDYMILQELKKLKNSNYESIQQTARSIAEQAHELAYDPNYMSPFAQFACDNGLNVRGGKPDDITVLLSIVA.... Result: 1 (interaction). (3) The miRNA is mmu-miR-466i-5p with sequence UGUGUGUGUGUGUGUGUGUG. The protein sequence of the target gene is MADDDVLFEDVYELCEVIGKGPFSVVRRCINRETGQQFAVKIVDVAKFTSSPGLSTEDLKREASICHMLKHPHIVELLETYSSDGMLYMVFEFMDGADLCFEIVKRADAGFVYSEAVASHYMRQILEALRYCHDNNIIHRDVKPHCVLLASKENSAPVKLGGFGVAIQLGESGLVAGGRVGTPHFMAPEVVKREPYGKPVDVWGCGVILFILLSGCLPFYGTKERLFEGIIKGKYKMNPRQWSHISESAKDLVRRMLMLDPAERITVYEALNHPWLKERDRYAYKIHLPETVEQLRKFNA.... Result: 1 (interaction). (4) The miRNA is hsa-miR-105-3p with sequence ACGGAUGUUUGAGCAUGUGCUA. The protein sequence of the target gene is MAASRRSQHHHHHHQQQLQPAPGASAPPPPPPPPLSPGLAPGPTPASPTAGGLAPFASPRHGLALPEGDGSRDPPDRPRSPDPVDGAVCTVAAPAAVPAASAAVGVAPTPAGGGGGGGNNSASSASSPTSSSSSSPSSPGSSLAESPEAAGVGSTATLGAGAAGLGPGVPAVSGALRELLEACRNGDVSRVKRLVDAANVNAKDMAGRKSSPLHFAAGFGRKDVVEHLLQMGANVHARDDGGLIPLHNACSFGHAEVVSLLLCQGADPNARDNWNYTPLHEAAIKGKIDVCIVLLQHGAD.... Result: 0 (no interaction). (5) The protein sequence of the target gene is MSDGFDRAPGAGRGRSRGLGRGGGGPEGGGFPNGAGPAERARHQPPQPKAPGFLQPPPLRQPRTTPPPGAQCEVPASPQRPSRPGALPEQTRPLRAPPSSQDKIPQQNSESAMAKPQVVVAPVLMSKLSVNAPEFYPSGYSSSYTESYEDGCEDYPTLSEYVQDFLNHLTEQPGSFETEIEQFAETLNGCVTTDDALQELVELIYQQATSIPNFSYMGARLCNYLSHHLTISPQSGNFRQLLLQRCRTEYEVKDQAAKGDEVTRKRFHAFVLFLGELYLNLEIKGTNGQVTRADILQVGL.... The miRNA is hsa-miR-4492 with sequence GGGGCUGGGCGCGCGCC. Result: 0 (no interaction).